Dataset: NCI-60 drug combinations with 297,098 pairs across 59 cell lines. Task: Regression. Given two drug SMILES strings and cell line genomic features, predict the synergy score measuring deviation from expected non-interaction effect. (1) Drug 1: C1=CC(=C2C(=C1NCCNCCO)C(=O)C3=C(C=CC(=C3C2=O)O)O)NCCNCCO. Drug 2: CCCCC(=O)OCC(=O)C1(CC(C2=C(C1)C(=C3C(=C2O)C(=O)C4=C(C3=O)C=CC=C4OC)O)OC5CC(C(C(O5)C)O)NC(=O)C(F)(F)F)O. Cell line: CAKI-1. Synergy scores: CSS=52.7, Synergy_ZIP=-0.899, Synergy_Bliss=0.439, Synergy_Loewe=0.841, Synergy_HSA=3.55. (2) Drug 1: CC1=C2C(C(=O)C3(C(CC4C(C3C(C(C2(C)C)(CC1OC(=O)C(C(C5=CC=CC=C5)NC(=O)C6=CC=CC=C6)O)O)OC(=O)C7=CC=CC=C7)(CO4)OC(=O)C)O)C)OC(=O)C. Drug 2: C(CCl)NC(=O)N(CCCl)N=O. Cell line: SR. Synergy scores: CSS=78.8, Synergy_ZIP=-1.27, Synergy_Bliss=-3.00, Synergy_Loewe=-16.1, Synergy_HSA=-1.15.